Dataset: Forward reaction prediction with 1.9M reactions from USPTO patents (1976-2016). Task: Predict the product of the given reaction. Given the reactants [CH2:1]([O:8][C:9]([N:11]([CH3:29])[CH2:12][CH2:13][CH2:14][N:15]([CH3:28])[C:16]([C:18]1[N:23]=[CH:22][C:21]([C:24]([O:26]C)=[O:25])=[CH:20][CH:19]=1)=[O:17])=[O:10])[C:2]1[CH:7]=[CH:6][CH:5]=[CH:4][CH:3]=1.[OH-].[Na+], predict the reaction product. The product is: [CH2:1]([O:8][C:9]([N:11]([CH3:29])[CH2:12][CH2:13][CH2:14][N:15]([CH3:28])[C:16]([C:18]1[N:23]=[CH:22][C:21]([C:24]([OH:26])=[O:25])=[CH:20][CH:19]=1)=[O:17])=[O:10])[C:2]1[CH:3]=[CH:4][CH:5]=[CH:6][CH:7]=1.